This data is from Peptide-MHC class I binding affinity with 185,985 pairs from IEDB/IMGT. The task is: Regression. Given a peptide amino acid sequence and an MHC pseudo amino acid sequence, predict their binding affinity value. This is MHC class I binding data. (1) The peptide sequence is ATPYDINQML. The MHC is HLA-B15:01 with pseudo-sequence HLA-B15:01. The binding affinity (normalized) is 0. (2) The peptide sequence is VTNLISETLK. The MHC is HLA-A31:01 with pseudo-sequence HLA-A31:01. The binding affinity (normalized) is 0.252. (3) The peptide sequence is RRATAILRK. The MHC is HLA-B08:02 with pseudo-sequence HLA-B08:02. The binding affinity (normalized) is 0.0847.